Dataset: Reaction yield outcomes from USPTO patents with 853,638 reactions. Task: Predict the reaction yield, written as a fraction of the theoretical maximum amount of product (1.0 means a 100% yield; for example, 0.34 means a 34% yield). (1) The yield is 0.930. The product is [Br:3][C:4]1[CH:9]=[C:8]([NH:2][CH3:1])[C:7]([N+:11]([O-:13])=[O:12])=[CH:6][N:5]=1. The catalyst is C1COCC1. The reactants are [CH3:1][NH2:2].[Br:3][C:4]1[CH:9]=[C:8](Br)[C:7]([N+:11]([O-:13])=[O:12])=[CH:6][N:5]=1.[Cl-].[Na+]. (2) The reactants are C1[CH2:5][O:4][CH2:3][CH2:2]1.[Cl-].COC[P+](C1C=CC=CC=1)(C1C=CC=CC=1)C1C=CC=CC=1.CC(C)([O-])C.[K+].[CH2:35]([O:37][C:38]1(C=O)[CH:43]=[CH:42][C:41]([C:44]2[CH:49]=[CH:48][CH:47]=[C:46]([F:50])[C:45]=2[F:51])=[C:40]([F:52])[CH:39]1[F:53])[CH3:36]. The catalyst is O. The product is [CH2:35]([O:37][C:38]1[CH:43]=[CH:42][C:41]([C:44]2[CH:49]=[CH:48][C:47]([CH:2]=[CH:3][O:4][CH3:5])=[C:46]([F:50])[C:45]=2[F:51])=[C:40]([F:52])[C:39]=1[F:53])[CH3:36]. The yield is 0.945. (3) The reactants are [OH:1][CH2:2][C:3]1[S:7][C:6]([N:8]2[CH2:12][CH2:11][N:10]([CH2:13][C:14]3[CH:19]=[CH:18][C:17]([C:20]([F:23])([F:22])[F:21])=[CH:16][CH:15]=3)[C:9]2=[O:24])=[N:5][C:4]=1[CH3:25]. The catalyst is ClCCl.C(OCC)(=O)C. The product is [CH3:25][C:4]1[N:5]=[C:6]([N:8]2[CH2:12][CH2:11][N:10]([CH2:13][C:14]3[CH:19]=[CH:18][C:17]([C:20]([F:23])([F:22])[F:21])=[CH:16][CH:15]=3)[C:9]2=[O:24])[S:7][C:3]=1[CH:2]=[O:1]. The yield is 0.800. (4) The reactants are [Br:1][C:2]1[C:7]([C:8]([NH2:10])=O)=[CH:6][C:5]([C:11]([F:14])([F:13])[F:12])=[N:4][CH:3]=1.[OH-].[Na+]. The catalyst is P(Cl)(Cl)(Cl)=O. The product is [Br:1][C:2]1[C:7]([C:8]#[N:10])=[CH:6][C:5]([C:11]([F:13])([F:12])[F:14])=[N:4][CH:3]=1. The yield is 0.940. (5) The reactants are [NH2:1][C:2]1[N:3]=[CH:4][C:5]2[CH2:6][C:7](=[O:19])[NH:8][C:9]3[CH:16]=[C:15]([Cl:17])[C:14](I)=[CH:13][C:10]=3[C:11]=2[N:12]=1.[CH2:20]([N:23]([CH3:25])[CH3:24])[C:21]#[CH:22].O. The catalyst is C(N(CC)CC)C.CN(C=O)C.Cl[Pd](Cl)([P](C1C=CC=CC=1)(C1C=CC=CC=1)C1C=CC=CC=1)[P](C1C=CC=CC=1)(C1C=CC=CC=1)C1C=CC=CC=1.[Cu](I)I. The product is [NH2:1][C:2]1[N:3]=[CH:4][C:5]2[CH2:6][C:7](=[O:19])[NH:8][C:9]3[CH:16]=[C:15]([Cl:17])[C:14]([C:22]#[C:21][CH2:20][N:23]([CH3:25])[CH3:24])=[CH:13][C:10]=3[C:11]=2[N:12]=1. The yield is 0.980. (6) The reactants are [Cl:1][C:2]1[CH:7]=[C:6]([Cl:8])[CH:5]=[CH:4][C:3]=1[CH2:9][NH:10][C:11]([CH:13]1[CH2:17][NH:16][C:15](=[O:18])[N:14]1[CH3:19])=[O:12].Br[C:21]1[C:22]([C:27]#[N:28])=[N:23][CH:24]=[CH:25][CH:26]=1.C(=O)([O-])[O-].[Cs+].[Cs+].CC1(C)C2C(=C(P(C3C=CC=CC=3)C3C=CC=CC=3)C=CC=2)OC2C(P(C3C=CC=CC=3)C3C=CC=CC=3)=CC=CC1=2. The catalyst is O1CCOCC1.C(=O)([O-])O.[Na+].C1C=CC(/C=C/C(/C=C/C2C=CC=CC=2)=O)=CC=1.C1C=CC(/C=C/C(/C=C/C2C=CC=CC=2)=O)=CC=1.C1C=CC(/C=C/C(/C=C/C2C=CC=CC=2)=O)=CC=1.[Pd].[Pd]. The product is [C:27]([C:22]1[C:21]([N:16]2[CH2:17][CH:13]([C:11]([NH:10][CH2:9][C:3]3[CH:4]=[CH:5][C:6]([Cl:8])=[CH:7][C:2]=3[Cl:1])=[O:12])[N:14]([CH3:19])[C:15]2=[O:18])=[CH:26][CH:25]=[CH:24][N:23]=1)#[N:28]. The yield is 0.780. (7) The reactants are [C:1]([O:5][C:6](=[O:27])[NH:7][C:8]1[CH:13]=[C:12]([O:14][C:15]2[N:20]=[C:19]3[S:21][C:22]([NH2:24])=[N:23][C:18]3=[CH:17][CH:16]=2)[C:11]([Cl:25])=[CH:10][C:9]=1[F:26])([CH3:4])([CH3:3])[CH3:2].[CH:28]1([C:31](Cl)=[O:32])[CH2:30][CH2:29]1.C(=O)([O-])O.[Na+].C(=O)([O-])[O-].[Na+].[Na+].[Cl-].[NH4+]. The catalyst is N1C=CC=CC=1.CO.O1CCCC1. The product is [C:1]([O:5][C:6](=[O:27])[NH:7][C:8]1[CH:13]=[C:12]([O:14][C:15]2[N:20]=[C:19]3[S:21][C:22]([NH:24][C:31]([CH:28]4[CH2:30][CH2:29]4)=[O:32])=[N:23][C:18]3=[CH:17][CH:16]=2)[C:11]([Cl:25])=[CH:10][C:9]=1[F:26])([CH3:4])([CH3:2])[CH3:3]. The yield is 0.810.